From a dataset of Full USPTO retrosynthesis dataset with 1.9M reactions from patents (1976-2016). Predict the reactants needed to synthesize the given product. (1) Given the product [CH2:1]([O:3][C:4]([C:6]1[C:7]([C:30]([OH:32])=[O:31])=[C:8]([CH2:27][CH2:28][CH3:29])[N:9]2[C:14]=1[C:13]([C:15]1[CH:16]=[CH:17][CH:18]=[CH:19][CH:20]=1)=[CH:12][C:11]([N:21]1[CH2:26][CH2:25][O:24][CH2:23][CH2:22]1)=[N:10]2)=[O:5])[CH3:2], predict the reactants needed to synthesize it. The reactants are: [CH2:1]([O:3][C:4]([C:6]1[C:7]([C:30]([O:32]CC)=[O:31])=[C:8]([CH2:27][CH2:28][CH3:29])[N:9]2[C:14]=1[C:13]([C:15]1[CH:20]=[CH:19][CH:18]=[CH:17][CH:16]=1)=[CH:12][C:11]([N:21]1[CH2:26][CH2:25][O:24][CH2:23][CH2:22]1)=[N:10]2)=[O:5])[CH3:2].[OH-].[Na+]. (2) Given the product [O:35]1[CH:36]=[CH:37][CH:38]=[C:34]1[C:30]1[O:31][C:32]([CH3:33])=[C:28]([CH2:27][O:26][C:25]2[CH:39]=[CH:40][C:22]([CH2:21][O:1][C:2]3[C:6]([CH2:7][CH2:8][C:9]([O:11][CH2:12][CH3:13])=[O:10])=[CH:5][N:4]([C:14]4[CH:15]=[CH:16][CH:17]=[CH:18][CH:19]=4)[N:3]=3)=[CH:23][C:24]=2[O:41][CH3:42])[N:29]=1, predict the reactants needed to synthesize it. The reactants are: [OH:1][C:2]1[C:6]([CH2:7][CH2:8][C:9]([O:11][CH2:12][CH3:13])=[O:10])=[CH:5][N:4]([C:14]2[CH:19]=[CH:18][CH:17]=[CH:16][CH:15]=2)[N:3]=1.Cl[CH2:21][C:22]1[CH:40]=[CH:39][C:25]([O:26][CH2:27][C:28]2[N:29]=[C:30]([C:34]3[O:35][CH:36]=[CH:37][CH:38]=3)[O:31][C:32]=2[CH3:33])=[C:24]([O:41][CH3:42])[CH:23]=1.C(=O)([O-])[O-].[K+].[K+].CN(C)C=O. (3) Given the product [C:1]1([N:2]2[C:10]3[C:5](=[CH:6][CH:7]=[CH:8][CH:9]=3)[C:4]3[C:11]4[C:16]([CH2:17][C:3]2=3)=[CH:15][CH:14]=[CH:13][CH:12]=4)[CH:26]=[CH:19][CH:20]=[CH:21][CH:22]=1, predict the reactants needed to synthesize it. The reactants are: [CH3:1][N:2]1[C:10]2[C:5](=[CH:6][CH:7]=[CH:8][CH:9]=2)[C:4]2[C:11]3[C:16]([CH2:17][C:3]1=2)=[CH:15][CH:14]=[CH:13][CH:12]=3.[Li][CH2:19][CH2:20][CH2:21][CH3:22].[Si](C)([CH3:26])(Cl)Cl.O. (4) Given the product [CH3:24][N:4]1[CH2:9][CH2:8][CH:7]([N:10]2[C:18]3[C:13](=[CH:14][CH:15]=[CH:16][CH:17]=3)[C:12]([CH2:19][C:20]([NH2:22])=[O:21])=[N:11]2)[CH2:6][CH2:5]1, predict the reactants needed to synthesize it. The reactants are: C=O.Cl.[NH:4]1[CH2:9][CH2:8][CH:7]([N:10]2[C:18]3[C:13](=[CH:14][CH:15]=[CH:16][CH:17]=3)[C:12]([CH2:19][C:20]([NH2:22])=[O:21])=[N:11]2)[CH2:6][CH2:5]1.[BH3-][C:24]#N.[Na+].C([O-])(O)=O.[Na+]. (5) The reactants are: [C:1]([C:5]1[CH:9]=[C:8]([NH2:10])[N:7]([C:11]2[CH:12]=[C:13]([CH2:17][C:18]([N:20]3[CH2:25][CH2:24][O:23][CH2:22][CH2:21]3)=O)[CH:14]=[CH:15][CH:16]=2)[N:6]=1)([CH3:4])([CH3:3])[CH3:2].B.CSC.Cl.[OH-].[Na+]. Given the product [C:1]([C:5]1[CH:9]=[C:8]([NH2:10])[N:7]([C:11]2[CH:16]=[CH:15][CH:14]=[C:13]([CH2:17][CH2:18][N:20]3[CH2:21][CH2:22][O:23][CH2:24][CH2:25]3)[CH:12]=2)[N:6]=1)([CH3:4])([CH3:2])[CH3:3], predict the reactants needed to synthesize it. (6) Given the product [C:21]([C:18]1[CH:17]=[CH:16][C:15]([C:12]2[CH:13]=[CH:14][C:9]([O:8][CH2:7][CH2:6][CH2:5][C:4]([OH:23])=[O:3])=[CH:10][CH:11]=2)=[CH:20][CH:19]=1)#[N:22], predict the reactants needed to synthesize it. The reactants are: C([O:3][C:4](=[O:23])[CH2:5][CH2:6][CH2:7][O:8][C:9]1[CH:14]=[CH:13][C:12]([C:15]2[CH:20]=[CH:19][C:18]([C:21]#[N:22])=[CH:17][CH:16]=2)=[CH:11][CH:10]=1)C.[OH-].[Na+].CO. (7) Given the product [CH2:60]([NH:64][C:24]([C:16]1[CH:17]=[C:18]2[C:22](=[CH:23][C:15]=1[NH:14][C:12]([C:3]1[C:2](=[O:1])[C:11]3[C:6](=[CH:7][CH:8]=[CH:9][CH:10]=3)[NH:5][CH:4]=1)=[O:13])[NH:21][CH:20]=[CH:19]2)=[O:25])[CH:61]([CH3:63])[CH3:62], predict the reactants needed to synthesize it. The reactants are: [O:1]=[C:2]1[C:11]2[C:6](=[CH:7][CH:8]=[CH:9][CH:10]=2)[NH:5][CH:4]=[C:3]1[C:12]([NH:14][C:15]1[CH:23]=[C:22]2[C:18]([CH:19]=[CH:20][NH:21]2)=[CH:17][C:16]=1[C:24](O)=[O:25])=[O:13].CN(C(ON1N=NC2C=CC=NC1=2)=[N+](C)C)C.F[P-](F)(F)(F)(F)F.CCN(C(C)C)C(C)C.[CH2:60]([NH2:64])[CH:61]([CH3:63])[CH3:62].